The task is: Predict which catalyst facilitates the given reaction.. This data is from Catalyst prediction with 721,799 reactions and 888 catalyst types from USPTO. (1) Reactant: [F:1][C:2]([F:34])([F:33])[C:3]1[CH:4]=[C:5]([CH:26]=[C:27]([C:29]([F:32])([F:31])[F:30])[CH:28]=1)[CH2:6][N:7]([CH2:14][C:15]1[CH:20]=[C:19]([C:21]([F:24])([F:23])[F:22])[CH:18]=[CH:17][C:16]=1Br)[C:8]1[N:9]=[N:10][N:11]([CH3:13])[N:12]=1.C([Mg]Cl)(C)C.[Li+].[Cl-].[CH:42]([CH:44]1[CH2:49][CH2:48][N:47]([C:50]([O:52][C:53]([CH3:56])([CH3:55])[CH3:54])=[O:51])[CH2:46][CH2:45]1)=[O:43]. Product: [F:1][C:2]([F:34])([F:33])[C:3]1[CH:4]=[C:5]([CH:26]=[C:27]([C:29]([F:32])([F:31])[F:30])[CH:28]=1)[CH2:6][N:7]([CH2:14][C:15]1[CH:20]=[C:19]([C:21]([F:24])([F:23])[F:22])[CH:18]=[CH:17][C:16]=1[CH:42]([OH:43])[CH:44]1[CH2:49][CH2:48][N:47]([C:50]([O:52][C:53]([CH3:55])([CH3:54])[CH3:56])=[O:51])[CH2:46][CH2:45]1)[C:8]1[N:9]=[N:10][N:11]([CH3:13])[N:12]=1. The catalyst class is: 1. (2) Reactant: ClC1C=CC=C(C(OO)=[O:9])C=1.[CH2:12]([O:19][C:20]([N:22]1[CH2:28][CH:27]=[CH:26][CH2:25][CH2:24][CH:23]1[CH3:29])=[O:21])[C:13]1[CH:18]=[CH:17][CH:16]=[CH:15][CH:14]=1. Product: [CH2:12]([O:19][C:20]([N:22]1[CH:23]([CH3:29])[CH2:24][CH2:25][CH:26]2[CH:27]([O:9]2)[CH2:28]1)=[O:21])[C:13]1[CH:14]=[CH:15][CH:16]=[CH:17][CH:18]=1. The catalyst class is: 2. (3) Reactant: [C:1]([O:5][C:6]([N:8]1[CH2:12][C@@H:11]([CH2:13][N:14]([CH:31]([CH3:33])[CH3:32])[C:15](=[O:30])[C:16]2[CH:21]=[CH:20][C:19]([O:22][CH3:23])=[C:18]([O:24][CH2:25][CH2:26][CH2:27][O:28][CH3:29])[CH:17]=2)[C@H:10]([OH:34])[CH2:9]1)=[O:7])([CH3:4])([CH3:3])[CH3:2].[CH3:35][S:36](Cl)(=[O:38])=[O:37].C(N(CC)CC)C.O. Product: [C:1]([O:5][C:6]([N:8]1[CH2:9][C@@H:10]([O:34][S:36]([CH3:35])(=[O:38])=[O:37])[C@H:11]([CH2:13][N:14]([CH:31]([CH3:32])[CH3:33])[C:15](=[O:30])[C:16]2[CH:21]=[CH:20][C:19]([O:22][CH3:23])=[C:18]([O:24][CH2:25][CH2:26][CH2:27][O:28][CH3:29])[CH:17]=2)[CH2:12]1)=[O:7])([CH3:3])([CH3:4])[CH3:2]. The catalyst class is: 2. (4) Reactant: [NH2:1][CH2:2][CH2:3][N:4]([CH2:30][CH3:31])[C:5]1[CH:10]=[CH:9][C:8]([NH:11][C:12]2[CH:17]=[C:16]([C:18]3[CH:19]=[C:20]([C:24]4[CH:29]=[CH:28][CH:27]=[CH:26][CH:25]=4)[CH:21]=[CH:22][CH:23]=3)[N:15]=[CH:14][N:13]=2)=[CH:7][CH:6]=1.[C:32](Cl)(=[O:35])[CH2:33][CH3:34].CCN([CH:43]([CH3:45])[CH3:44])C(C)C.[C:46]([O-:49])(O)=O.[Na+].[C:51](OCC)(=O)C. Product: [C:20]1([C:24]2[CH:25]=[CH:26][CH:27]=[CH:28][CH:29]=2)[CH:21]=[CH:22][CH:23]=[C:18]([C:16]2[N:15]=[CH:14][N:13]=[C:12]([N:11]([C:46](=[O:49])[CH2:45][CH2:43][CH3:44])[C:8]3[CH:9]=[CH:10][C:5]([N:4]([CH2:30][CH3:31])[CH2:3][CH2:2][NH:1][C:32](=[O:35])[CH2:33][CH2:34][CH3:51])=[CH:6][CH:7]=3)[CH:17]=2)[CH:19]=1. The catalyst class is: 12. (5) The catalyst class is: 3. Reactant: Br[C:2]1[C:10]2[C:5](=[CH:6][CH:7]=[C:8]([NH:11][C:12]([C@@H:14]3[CH2:18][CH2:17][CH2:16][N:15]3[C:19](=[O:27])[CH2:20][C:21]3[CH:26]=[CH:25][CH:24]=[CH:23][CH:22]=3)=[O:13])[CH:9]=2)[NH:4][C:3]=1[C:28]1[CH:33]=[CH:32][C:31]([NH:34][C:35]([C@@H:37]2[CH2:41][CH2:40][CH2:39][N:38]2[C:42](=[O:50])[CH2:43][C:44]2[CH:49]=[CH:48][CH:47]=[CH:46][CH:45]=2)=[O:36])=[CH:30][CH:29]=1.[C:51]([Cu])#[N:52]. Product: [C:51]([C:2]1[C:10]2[C:5](=[CH:6][CH:7]=[C:8]([NH:11][C:12]([C@@H:14]3[CH2:18][CH2:17][CH2:16][N:15]3[C:19](=[O:27])[CH2:20][C:21]3[CH:22]=[CH:23][CH:24]=[CH:25][CH:26]=3)=[O:13])[CH:9]=2)[NH:4][C:3]=1[C:28]1[CH:33]=[CH:32][C:31]([NH:34][C:35]([C@@H:37]2[CH2:41][CH2:40][CH2:39][N:38]2[C:42](=[O:50])[CH2:43][C:44]2[CH:49]=[CH:48][CH:47]=[CH:46][CH:45]=2)=[O:36])=[CH:30][CH:29]=1)#[N:52].